The task is: Predict the reactants needed to synthesize the given product.. This data is from Full USPTO retrosynthesis dataset with 1.9M reactions from patents (1976-2016). (1) Given the product [CH2:8]([O:7][C:3](=[O:6])[CH2:4][O:5][C:11]1[CH:16]=[CH:15][C:14]([N+:17]([O-:19])=[O:18])=[CH:13][N:12]=1)[CH3:9], predict the reactants needed to synthesize it. The reactants are: [H-].[Na+].[C:3]([O:7][CH2:8][CH3:9])(=[O:6])[CH2:4][OH:5].Cl[C:11]1[CH:16]=[CH:15][C:14]([N+:17]([O-:19])=[O:18])=[CH:13][N:12]=1. (2) Given the product [CH3:12][O:13][C:14]1[N:15]=[CH:16][C:17]2[N:22]=[C:21]([NH:23][C:24]3[NH:1][CH2:2][C:3]4([CH2:4][N:5]5[CH2:6][CH2:7][CH:8]4[CH2:9][CH2:10]5)[N:11]=3)[S:20][C:18]=2[N:19]=1, predict the reactants needed to synthesize it. The reactants are: [NH2:1][CH2:2][C:3]1([NH2:11])[CH:8]2[CH2:9][CH2:10][N:5]([CH2:6][CH2:7]2)[CH2:4]1.[CH3:12][O:13][C:14]1[N:15]=[CH:16][C:17]2[N:22]=[C:21]([N:23]=[C:24](SC)SC)[S:20][C:18]=2[N:19]=1. (3) Given the product [Br:46][C:47]1[N:52]=[C:51]([NH:53][C:54]2[CH:55]=[C:56]3[C:60](=[CH:61][CH:62]=2)[CH2:59][NH:58][CH2:57]3)[C:50](=[O:70])[N:49]([CH3:71])[CH:48]=1, predict the reactants needed to synthesize it. The reactants are: C(OCC1C(N2CCN3C4CCCCC=4C=C3C2=O)=CC(F)=CC=1C1N=C(NC2C=C3C(=CC=2)CNCC3)C(=O)N(C)C=1)(=O)C.[Br:46][C:47]1[N:52]=[C:51]([NH:53][C:54]2[CH:55]=[C:56]3[C:60](=[CH:61][CH:62]=2)[CH2:59][N:58](C(OC(C)(C)C)=O)[CH2:57]3)[C:50](=[O:70])[N:49]([CH3:71])[CH:48]=1. (4) Given the product [F:27][C:28]1[CH:35]=[CH:34][C:33]([C:2]2[N:3]=[C:4]([NH:8][C:9]3[CH:14]=[CH:13][C:12]([N:15]4[CH2:20][CH2:19][N:18]([CH:21]5[CH2:24][O:23][CH2:22]5)[CH2:17][CH2:16]4)=[C:11]([O:25][CH3:26])[CH:10]=3)[N:5]=[CH:6][N:7]=2)=[CH:32][C:29]=1[C:30]#[N:31], predict the reactants needed to synthesize it. The reactants are: Cl[C:2]1[N:7]=[CH:6][N:5]=[C:4]([NH:8][C:9]2[CH:14]=[CH:13][C:12]([N:15]3[CH2:20][CH2:19][N:18]([CH:21]4[CH2:24][O:23][CH2:22]4)[CH2:17][CH2:16]3)=[C:11]([O:25][CH3:26])[CH:10]=2)[N:3]=1.[F:27][C:28]1[CH:35]=[CH:34][C:33](B2OC(C)(C)C(C)(C)O2)=[CH:32][C:29]=1[C:30]#[N:31].C(=O)([O-])[O-].[Na+].[Na+]. (5) Given the product [F:26][CH:25]([F:27])[C:15]1[N:14]([C:4]2[N:5]=[C:6]([N:8]3[CH2:13][CH2:12][O:11][CH2:10][CH2:9]3)[N:7]=[C:2]([C:30]3[CH:29]=[N:28][CH:33]=[CH:32][CH:31]=3)[N:3]=2)[C:18]2[CH:19]=[CH:20][CH:21]=[C:22]([O:23][CH3:24])[C:17]=2[N:16]=1, predict the reactants needed to synthesize it. The reactants are: Cl[C:2]1[N:7]=[C:6]([N:8]2[CH2:13][CH2:12][O:11][CH2:10][CH2:9]2)[N:5]=[C:4]([N:14]2[C:18]3[CH:19]=[CH:20][CH:21]=[C:22]([O:23][CH3:24])[C:17]=3[N:16]=[C:15]2[CH:25]([F:27])[F:26])[N:3]=1.[N:28]1[CH:33]=[CH:32][CH:31]=[C:30](B(O)O)[CH:29]=1. (6) The reactants are: [NH2:1][C:2]1[C:11]([OH:12])=[CH:10][CH:9]=[CH:8][C:3]=1[C:4]([O:6][CH3:7])=[O:5].[F:13][C:14]([F:25])([F:24])[C:15]1[CH:23]=[CH:22][CH:21]=[CH:20][C:16]=1[C:17](O)=O. Given the product [F:13][C:14]([F:24])([F:25])[C:15]1[CH:23]=[CH:22][CH:21]=[CH:20][C:16]=1[C:17]1[O:12][C:11]2[C:2](=[C:3]([C:4]([O:6][CH3:7])=[O:5])[CH:8]=[CH:9][CH:10]=2)[N:1]=1, predict the reactants needed to synthesize it. (7) Given the product [CH3:11][O:12][CH2:13][NH:14][C:15]([C:9]1[S:10][C:3]2[C:4](=[N:5][CH:6]=[CH:7][C:2]=2[Cl:1])[CH:8]=1)=[S:16], predict the reactants needed to synthesize it. The reactants are: [Cl:1][C:2]1[CH:7]=[CH:6][N:5]=[C:4]2[CH:8]=[CH:9][S:10][C:3]=12.[CH3:11][O:12][CH2:13][N:14]=[C:15]=[S:16]. (8) Given the product [Cl:11][C:5]1[C:4]([NH2:1])=[CH:9][CH:8]=[C:7]([Cl:10])[N:6]=1, predict the reactants needed to synthesize it. The reactants are: [N+:1]([C:4]1[C:5]([Cl:11])=[N:6][C:7]([Cl:10])=[CH:8][CH:9]=1)([O-])=O.[Cl-].[NH4+]. (9) Given the product [Cl:3][C:4]1[CH:5]=[C:6]2[C:10](=[CH:11][C:12]=1[N+:13]([O-:15])=[O:14])[C:9](=[O:16])[N:8]([CH3:18])[C:7]2=[O:17], predict the reactants needed to synthesize it. The reactants are: [H-].[Na+].[Cl:3][C:4]1[CH:5]=[C:6]2[C:10](=[CH:11][C:12]=1[N+:13]([O-:15])=[O:14])[C:9](=[O:16])[NH:8][C:7]2=[O:17].[CH3:18]I.O.